The task is: Predict the reactants needed to synthesize the given product.. This data is from Full USPTO retrosynthesis dataset with 1.9M reactions from patents (1976-2016). (1) Given the product [OH:53][CH2:52][C@@H:50]([C@H:48]([C@@H:46]([C@@H:44]([CH2:43][OH:42])[OH:45])[OH:47])[OH:49])[OH:51].[C:1]([OH:8])(=[O:7])[CH2:2][CH2:3][C:4]([OH:6])=[O:5], predict the reactants needed to synthesize it. The reactants are: [C:1]([OH:8])(=[O:7])[CH2:2][CH2:3][C:4]([OH:6])=[O:5].C=C(OP(O)(O)=O)C(O)=O.C(CC([O-])=O)(C(O)=O)=O.C([O-])(=O)C(CC([O-])=O)O.C([O-])(=O)C=O.[O:42]=[CH:43][C@@H:44]([C@H:46]([C@@H:48]([C@@H:50]([CH2:52][OH:53])[OH:51])[OH:49])[OH:47])[OH:45]. (2) Given the product [OH:1][C:2]1[CH:3]=[C:4]2[C:8](=[CH:9][CH:10]=1)[NH:7][C:6](=[O:11])[C:5]2=[N:20][NH:19][C:18]1[CH:17]=[CH:16][C:15]([S:21]([NH2:24])(=[O:22])=[O:23])=[CH:14][CH:13]=1, predict the reactants needed to synthesize it. The reactants are: [OH:1][C:2]1[CH:3]=[C:4]2[C:8](=[CH:9][CH:10]=1)[NH:7][C:6](=[O:11])[C:5]2=O.[CH:13]1[C:18]([NH:19][NH2:20])=[CH:17][CH:16]=[C:15]([S:21]([NH2:24])(=[O:23])=[O:22])[CH:14]=1.Cl. (3) Given the product [NH2:5][CH2:6][C:7]1[CH:16]=[CH:15][C:14]2[C:9](=[CH:10][CH:11]=[C:12]([CH2:17][CH2:18][CH2:19][N:20]([CH2:24][CH2:25][CH3:26])[CH2:21][CH2:22][CH3:23])[CH:13]=2)[CH:8]=1, predict the reactants needed to synthesize it. The reactants are: C1(=O)[N:5]([CH2:6][C:7]2[CH:16]=[CH:15][C:14]3[C:9](=[CH:10][CH:11]=[C:12]([CH2:17][CH2:18][CH2:19][N:20]([CH2:24][CH2:25][CH3:26])[CH2:21][CH2:22][CH3:23])[CH:13]=3)[CH:8]=2)C(=O)C2=CC=CC=C12.